This data is from Full USPTO retrosynthesis dataset with 1.9M reactions from patents (1976-2016). The task is: Predict the reactants needed to synthesize the given product. (1) Given the product [F:33][C:30]([F:31])([F:32])[C:28]1[CH:27]=[C:5]([CH:4]=[C:3]([C:2]([F:1])([F:34])[F:35])[CH:29]=1)[CH2:6][N:7]([CH2:14][C:15]1[CH:22]=[C:21]([C:23]([F:26])([F:25])[F:24])[CH:20]=[CH:19][C:16]=1[CH:17]([CH:36]1[CH2:41][CH2:40][CH2:39][CH2:38][CH2:37]1)[OH:18])[C:8]1[N:9]=[N:10][N:11]([CH3:13])[N:12]=1, predict the reactants needed to synthesize it. The reactants are: [F:1][C:2]([F:35])([F:34])[C:3]1[CH:4]=[C:5]([CH:27]=[C:28]([C:30]([F:33])([F:32])[F:31])[CH:29]=1)[CH2:6][N:7]([CH2:14][C:15]1[CH:22]=[C:21]([C:23]([F:26])([F:25])[F:24])[CH:20]=[CH:19][C:16]=1[CH:17]=[O:18])[C:8]1[N:9]=[N:10][N:11]([CH3:13])[N:12]=1.[CH:36]1([Mg]Br)[CH2:41][CH2:40][CH2:39][CH2:38][CH2:37]1. (2) Given the product [C:1]1([C@H:7]([NH:9][C:11]2[N:19]=[CH:18][N:17]=[C:16]3[C:12]=2[NH:13][CH:14]=[N:15]3)[CH3:8])[CH:6]=[CH:5][CH:4]=[CH:3][CH:2]=1, predict the reactants needed to synthesize it. The reactants are: [C:1]1([C@H:7]([NH2:9])[CH3:8])[CH:6]=[CH:5][CH:4]=[CH:3][CH:2]=1.Cl[C:11]1[N:19]=[CH:18][N:17]=[C:16]2[C:12]=1[NH:13][CH:14]=[N:15]2. (3) Given the product [BrH:1].[Br:1][C:2]1[CH:11]=[CH:10][C:5]([C:6]2[N:12]=[C:13]([NH2:15])[S:14][CH:7]=2)=[CH:4][CH:3]=1, predict the reactants needed to synthesize it. The reactants are: [Br:1][C:2]1[CH:11]=[CH:10][C:5]([C:6](=O)[CH2:7]Br)=[CH:4][CH:3]=1.[NH2:12][C:13]([NH2:15])=[S:14]. (4) Given the product [C:11]([O:17][CH2:18][CH2:19][CH2:20][C@H:21]([OH:39])[CH2:22][C:23]([CH3:6])=[C:24]=[CH2:25])(=[O:16])[C:12]([CH3:13])([CH3:14])[CH3:15], predict the reactants needed to synthesize it. The reactants are: [Cu]C#N.[Li]C.[CH2:6](OCC)C.[C:11]([O:17][CH2:18][CH2:19][CH2:20][C@H:21]([OH:39])[CH2:22][C:23]#[C:24][CH2:25]OS(C1C(C)=CC(C)=CC=1C)(=O)=O)(=[O:16])[C:12]([CH3:15])([CH3:14])[CH3:13]. (5) Given the product [Cl:7][C:8]1[CH:9]=[C:10]2[C:17](=[CH:18][CH:19]=1)[CH2:1][N:13]([C:21]([O:23][CH2:24][CH3:25])=[O:22])[C@@H:12]([C:14]([OH:16])=[O:15])[CH2:11]2, predict the reactants needed to synthesize it. The reactants are: [C:1]([O-])([O-])=O.[Na+].[Na+].[Cl:7][C:8]1[CH:9]=[C:10]([CH:17]=[CH:18][CH:19]=1)[CH2:11][C@H:12]([C:14]([OH:16])=[O:15])[NH2:13].Cl[C:21]([O:23][CH2:24][CH3:25])=[O:22].